This data is from Drug-target binding data from BindingDB using IC50 measurements. The task is: Regression. Given a target protein amino acid sequence and a drug SMILES string, predict the binding affinity score between them. We predict pIC50 (pIC50 = -log10(IC50 in M); higher means more potent). Dataset: bindingdb_ic50. (1) The small molecule is CN(/N=C/c1ccc(-c2ccc([N+](=O)[O-])cc2)o1)c1ccccc1. The target protein sequence is MSIQHFRVALIPFFAAFCLPVFAHPETLVKVKDAEDQLGARVGYIELDLNSGKILESFRPEERFPMMSTFKVLLCGAVLSRVDAGQEQLGRRIHYSQNDLVEYSPVTEKHLTDGMTVRELCSAAITMSDNTAANLLLTTIGGPKELTAFLHNMGDHVTRLDRWEPELNEAIPNDERDTTMPAAMATTLRKLLTGELLTLASRQQLIDWMEADKVAGPLLRSALPAGWFIADKSGAGERGSRGIIAALGPDGKPSRIVVIYTDGESGNYG. The pIC50 is 4.2. (2) The small molecule is CCCCCCCCCCCCCC[C@@H](O)[C@H]1CC[C@H]([C@H]2CC[C@H]([C@@H](C)O)O2)O1. The target protein (P52505) has sequence MAVRVLCACVRRLPTAFAPLPRLPTLAAARPLSTTLFAAETRTRPGAPLPALVLAQVPGRVTQLCRQYSDAPPLTLEGIKDRVLYVLKLYDKIDPEKLSVNSHFMKDLGLDSLDQVEIIMAMEDEFGFEIPDIDAEKLMCPQEIVDYIADKKDVYE. The pIC50 is 6.4. (3) The drug is Cc1cc2c(c(O)c1-c1c(C)cc(O)c3c1C(=O)C=CC3=O)C(=O)C=CC2=O. The target protein sequence is MTDTTLPPDDSLDRIEPVDIEQEMQRSYIDYAMSVIVGRALPEVRDGLKPVHRRVLYAMFDSGFRPDRSHAKSARSVAETMGNYHPHGDASIYDSLVRMAQPWSLRYPLVDGQGNFGSPGNDPPAAMRYTEARLTPLAMEMLREIDEETVDFIPNYDGRVQEPTVLPSRFPNLLANGSGGIAVGMATNIPPHNLRELADAVFWALENHDADEEETLAAVMGRVKGPDFPTAGLIVGSQGTADAYKTGRGSIRMRGVVEVEEDSRGRTSLVITELPYQVNHDNFITSIAEQVRDGKLAGISNIEDQSSDRVGLRIVIEIKRDAVAKVVINNLYKHTQLQTSFGANMLAIVDGVPRTLRLDQLIRYYVDHQLDVIVRRTTYRLRKANERAHILRGLVKALDALDEVIALIRASETVDIARAGLIELLDIDEIQAQAILDMQLRRLAALERQRIIDDLAKIEAEIADLEDILAKPERQRGIVRDELAEIVDRHGDDRRTRIIA.... The pIC50 is 4.0. (4) The small molecule is COc1cc(O)ccc1/C=C/C(=O)OCCCc1ccc(O)cc1. The target protein (O60218) has sequence MATFVELSTKAKMPIVGLGTWKSPLGKVKEAVKVAIDAGYRHIDCAYVYQNEHEVGEAIQEKIQEKAVKREDLFIVSKLWPTFFERPLVRKAFEKTLKDLKLSYLDVYLIHWPQGFKSGDDLFPKDDKGNAIGGKATFLDAWEAMEELVDEGLVKALGVSNFSHFQIEKLLNKPGLKYKPVTNQVECHPYLTQEKLIQYCHSKGITVTAYSPLGSPDRPWAKPEDPSLLEDPKIKEIAAKHKKTAAQVLIRFHIQRNVIVIPKSVTPARIVENIQVFDFKLSDEEMATILSFNRNWRACNVLQSSHLEDYPFNAEY. The pIC50 is 7.6. (5) The drug is CC(C)CCn1cnc(C(Cc2ccc(N)nc2)C(=O)O)c1. The target protein (P15086) has sequence MLALLVLVTVALASAHHGGEHFEGEKVFRVNVEDENHINIIRELASTTQIDFWKPDSVTQIKPHSTVDFRVKAEDTVTVENVLKQNELQYKVLISNLRNVVEAQFDSRVRATGHSYEKYNKWETIEAWTQQVATENPALISRSVIGTTFEGRAIYLLKVGKAGQNKPAIFMDCGFHAREWISPAFCQWFVREAVRTYGREIQVTELLDKLDFYVLPVLNIDGYIYTWTKSRFWRKTRSTHTGSSCIGTDPNRNFDAGWCEIGASRNPCDETYCGPAAESEKETKALADFIRNKLSSIKAYLTIHSYSQMMIYPYSYAYKLGENNAELNALAKATVKELASLHGTKYTYGPGATTIYPAAGGSDDWAYDQGIRYSFTFELRDTGRYGFLLPESQIRATCEETFLAIKYVASYVLEHLY. The pIC50 is 8.4. (6) The drug is COC(=O)[C@H](Cc1ccc(-c2ccc(-c3ccccc3)cc2)cc1)NC(=O)CCCCCCCC(=O)NO. The target protein (Q4QQW4) has sequence MAQTQGTKRKVCYYYDGDVGNYYYGQGHPMKPHRIRMTHNLLLNYGLYRKMEIYRPHKANAEEMTKYHSDDYIKFLRSIRPDNMSEYSKQMQRFNVGEDCPVFDGLFEFCQLSTGGSVASAVKLNKQQTDIAVNWAGGLHHAKKSEASGFCYVNDIVLAILELLKYHQRVLYIDIDIHHGDGVEEAFYTTDRVMTVSFHKYGEYFPGTGDLRDIGAGKGKYYAVNYPLRDGIDDESYEAIFKPVMSKVMEMFQPSAVVLQCGSDSLSGDRLGCFNLTIKGHAKCVEFVKSFNLPMLMLGGGGYTIRNVARCWTYETAVALDTEIPNELPYNDYFEYFGPDFKLHISPSNMTNQNTNEYLEKIKQRLFENLRMLPHAPGVQMQAIPEDAIPEESGDEDEEDPDKRISICSSDKRIACEEEFSDSDEEGEGGRKNSSNFKKAKRVKTEDEKEKDPEEKKEVTEEEKTKEEKPEAKGVKEEVKMA. The pIC50 is 5.1.